Dataset: Reaction yield outcomes from USPTO patents with 853,638 reactions. Task: Predict the reaction yield, written as a fraction of the theoretical maximum amount of product (1.0 means a 100% yield; for example, 0.34 means a 34% yield). (1) The reactants are [H-].[Al+3].[Li+].[H-].[H-].[H-].[CH3:7][O:8][C:9]1[CH:14]=[CH:13][CH:12]=[C:11]([N+:15]([O-])=O)[C:10]=1[NH:18][C:19](=O)[CH2:20][N:21]1[CH2:26][CH2:25][O:24][CH2:23][CH2:22]1.O.[OH-].[Na+]. The catalyst is C1COCC1.C(OCC)(=O)C. The product is [CH3:7][O:8][C:9]1[CH:14]=[CH:13][CH:12]=[C:11]([NH2:15])[C:10]=1[NH:18][CH2:19][CH2:20][N:21]1[CH2:26][CH2:25][O:24][CH2:23][CH2:22]1. The yield is 0.440. (2) The reactants are Cl.[O:2]1[C:6]2=[CH:7][N:8]=[CH:9][CH:10]=[C:5]2[C:4](=O)[CH2:3]1.[Si:12]([O:19][C:20]1[CH:29]=[CH:28][CH:27]=[C:26]2[C:21]=1[CH:22]=[CH:23][C:24]([NH2:30])=[CH:25]2)([C:15]([CH3:18])([CH3:17])[CH3:16])([CH3:14])[CH3:13]. No catalyst specified. The product is [Si:12]([O:19][C:20]1[CH:29]=[CH:28][CH:27]=[C:26]2[C:21]=1[CH:22]=[CH:23][C:24]([NH:30][C:4]1[C:5]3[C:6](=[CH:7][N:8]=[CH:9][CH:10]=3)[O:2][CH:3]=1)=[CH:25]2)([C:15]([CH3:18])([CH3:17])[CH3:16])([CH3:14])[CH3:13]. The yield is 0.840. (3) The reactants are Cl[C:2]1[C:7]2[CH2:8][CH2:9][CH2:10][C:6]=2[C:5]([Cl:11])=[N:4][N:3]=1.[Br-].[CH2:13]([Zn+])[C:14]1[CH:19]=[CH:18][CH:17]=[CH:16][CH:15]=1.C([O-])(O)=O.[Na+]. The catalyst is C1COCC1.C1C=CC([P]([Pd]([P](C2C=CC=CC=2)(C2C=CC=CC=2)C2C=CC=CC=2)([P](C2C=CC=CC=2)(C2C=CC=CC=2)C2C=CC=CC=2)[P](C2C=CC=CC=2)(C2C=CC=CC=2)C2C=CC=CC=2)(C2C=CC=CC=2)C2C=CC=CC=2)=CC=1. The product is [CH2:13]([C:2]1[C:7]2[CH2:8][CH2:9][CH2:10][C:6]=2[C:5]([Cl:11])=[N:4][N:3]=1)[C:14]1[CH:19]=[CH:18][CH:17]=[CH:16][CH:15]=1. The yield is 0.760. (4) The reactants are COC([C:5]1[N:6]=[C:7]([NH:10][C:11](=[O:26])[CH:12]([C:19]2[CH:24]=[CH:23][C:22]([Cl:25])=[CH:21][CH:20]=2)[CH2:13][CH:14]2[CH2:18][CH2:17][CH2:16][CH2:15]2)[S:8][CH:9]=1)=O.[H-].[Al+3].[Li+].[H-].[H-].[H-].[O:33]1CCC[CH2:34]1. No catalyst specified. The product is [Cl:25][C:22]1[CH:21]=[CH:20][C:19]([CH:12]([CH2:13][CH:14]2[CH2:15][CH2:16][CH2:17][CH2:18]2)[C:11]([NH:10][C:7]2[S:8][C:9]([CH2:34][OH:33])=[CH:5][N:6]=2)=[O:26])=[CH:24][CH:23]=1. The yield is 0.554. (5) The product is [NH2:1][C:2]1[C:11]2[CH:10]=[CH:9][CH:8]=[C:7]([C:29]3[CH:30]=[CH:31][C:32]([C:35]#[N:36])=[N:33][CH:34]=3)[C:6]=2[N:5]=[C:4]2[CH2:13][N:14]([CH:17]3[CH2:20][CH2:19][CH2:18]3)[C:15](=[O:16])[C:3]=12. The reactants are [NH2:1][C:2]1[C:11]2[CH:10]=[CH:9][CH:8]=[C:7](Br)[C:6]=2[N:5]=[C:4]2[CH2:13][N:14]([CH:17]3[CH2:20][CH2:19][CH2:18]3)[C:15](=[O:16])[C:3]=12.CC1(C)C(C)(C)OB([C:29]2[CH:30]=[CH:31][C:32]([C:35]#[N:36])=[N:33][CH:34]=2)O1. The yield is 0.680. No catalyst specified. (6) The reactants are [NH2:1][C:2]1[CH:21]=[CH:20][C:5]([CH2:6][C:7]2[NH:15][C:14]3[C:13](=[O:16])[N:12]([CH3:17])[C:11](=[O:18])[N:10]([CH3:19])[C:9]=3[N:8]=2)=[CH:4][CH:3]=1.[Cl:22][C:23]1[N:27]([CH3:28])[N:26]=[C:25]([CH3:29])[C:24]=1[S:30](Cl)(=[O:32])=[O:31].C(OCC)(=O)C. The catalyst is N1C=CC=CC=1. The product is [CH3:17][N:12]1[C:13](=[O:16])[C:14]2[NH:15][C:7]([CH2:6][C:5]3[CH:20]=[CH:21][C:2]([NH:1][S:30]([C:24]4[C:25]([CH3:29])=[N:26][N:27]([CH3:28])[C:23]=4[Cl:22])(=[O:31])=[O:32])=[CH:3][CH:4]=3)=[N:8][C:9]=2[N:10]([CH3:19])[C:11]1=[O:18]. The yield is 0.510. (7) The reactants are [C:1]1([CH2:11][C:12]([NH2:14])=[O:13])[C:10]2[C:5](=[CH:6][CH:7]=[CH:8][CH:9]=2)[CH:4]=[CH:3][CH:2]=1.I[C:16]1[CH:20]=[CH:19][S:18][CH:17]=1.N[C@@H]1CCCC[C@H]1N.C(=O)([O-])[O-].[K+].[K+]. The catalyst is O1CCOCC1.O.C(OCC)(=O)C. The product is [C:1]1([CH2:11][C:12]([NH:14][C:16]2[CH:20]=[CH:19][S:18][CH:17]=2)=[O:13])[C:10]2[C:5](=[CH:6][CH:7]=[CH:8][CH:9]=2)[CH:4]=[CH:3][CH:2]=1. The yield is 0.950. (8) The reactants are [CH3:1][O:2][C:3](=[O:26])[CH2:4][C:5]1[C:14]([CH3:15])=[C:13](B2OC(C)(C)C(C)(C)O2)[C:12]2[C:7](=[CH:8][CH:9]=[C:10]([F:25])[CH:11]=2)[CH:6]=1.Br[C:28]1[CH:33]=[CH:32][C:31]([S:34][C:35]2[CH:40]=[CH:39][C:38]([F:41])=[CH:37][C:36]=2[F:42])=[CH:30][CH:29]=1.C(=O)(O)[O-].[Na+].O. The catalyst is C(COC)OC.C1C=CC([P]([Pd]([P](C2C=CC=CC=2)(C2C=CC=CC=2)C2C=CC=CC=2)([P](C2C=CC=CC=2)(C2C=CC=CC=2)C2C=CC=CC=2)[P](C2C=CC=CC=2)(C2C=CC=CC=2)C2C=CC=CC=2)(C2C=CC=CC=2)C2C=CC=CC=2)=CC=1. The product is [CH3:1][O:2][C:3](=[O:26])[CH2:4][C:5]1[C:14]([CH3:15])=[C:13]([C:28]2[CH:33]=[CH:32][C:31]([S:34][C:35]3[CH:40]=[CH:39][C:38]([F:41])=[CH:37][C:36]=3[F:42])=[CH:30][CH:29]=2)[C:12]2[C:7](=[CH:8][CH:9]=[C:10]([F:25])[CH:11]=2)[CH:6]=1. The yield is 0.330. (9) The reactants are [H-].[Al+3].[Li+].[H-].[H-].[H-].C([O:9][C:10]([C:12]1[CH:16]=[C:15]([C:17]2[CH:22]=[CH:21][CH:20]=[C:19]([Cl:23])[CH:18]=2)[O:14][N:13]=1)=O)C. The catalyst is C1COCC1. The product is [Cl:23][C:19]1[CH:18]=[C:17]([C:15]2[O:14][N:13]=[C:12]([CH2:10][OH:9])[CH:16]=2)[CH:22]=[CH:21][CH:20]=1. The yield is 0.750.